From a dataset of Catalyst prediction with 721,799 reactions and 888 catalyst types from USPTO. Predict which catalyst facilitates the given reaction. (1) Reactant: [F:1][C:2]1[C:8]([CH3:9])=[CH:7][CH:6]=[C:5]([F:10])[C:3]=1[NH2:4].[Br:11]Br. Product: [Br:11][C:7]1[CH:6]=[C:5]([F:10])[C:3]([NH2:4])=[C:2]([F:1])[C:8]=1[CH3:9]. The catalyst class is: 15. (2) Reactant: [C:1]([C:5]1[CH:14]=[CH:13][C:8]([C:9]([O:11]C)=[O:10])=[CH:7][C:6]=1[C:15]#[N:16])([CH3:4])([CH3:3])[CH3:2].[Li+].[OH-]. Product: [C:1]([C:5]1[CH:14]=[CH:13][C:8]([C:9]([OH:11])=[O:10])=[CH:7][C:6]=1[C:15]#[N:16])([CH3:4])([CH3:2])[CH3:3]. The catalyst class is: 12. (3) Product: [CH3:18][O:17][CH2:16][CH2:15][NH:14][C:12]([C:9]1[CH:8]=[CH:7][C:6]2[C:11](=[C:2]([C:21]3[CH:20]=[N:19][CH:24]=[CH:23][CH:22]=3)[CH:3]=[N:4][CH:5]=2)[N:10]=1)=[O:13]. Reactant: Br[C:2]1[CH:3]=[N:4][CH:5]=[C:6]2[C:11]=1[N:10]=[C:9]([C:12]([NH:14][CH2:15][CH2:16][O:17][CH3:18])=[O:13])[CH:8]=[CH:7]2.[N:19]1[CH:24]=[CH:23][CH:22]=[C:21](B(O)O)[CH:20]=1.C(=O)([O-])[O-].[Cs+].[Cs+]. The catalyst class is: 688. (4) Reactant: [CH3:1][S:2][C:3]1[CH:4]=[C:5]([CH:32]=[CH:33][CH:34]=1)[C:6]([NH:8][C:9]1[CH:14]=[CH:13][C:12]([N:15]2[C:21](=[O:22])[CH2:20][C:19](=[O:23])[NH:18][C:17]3[C:24]4[C:29]([CH:30]=[CH:31][C:16]2=3)=[CH:28][CH:27]=[CH:26][CH:25]=4)=[CH:11][CH:10]=1)=[O:7].ClC1C=CC=C(C(OO)=[O:43])C=1.C(OCC)(=O)C. The catalyst class is: 9. Product: [CH3:1][S:2]([C:3]1[CH:4]=[C:5]([CH:32]=[CH:33][CH:34]=1)[C:6]([NH:8][C:9]1[CH:10]=[CH:11][C:12]([N:15]2[C:21](=[O:22])[CH2:20][C:19](=[O:23])[NH:18][C:17]3[C:24]4[C:29]([CH:30]=[CH:31][C:16]2=3)=[CH:28][CH:27]=[CH:26][CH:25]=4)=[CH:13][CH:14]=1)=[O:7])=[O:43]. (5) Reactant: [CH3:1][C:2]1[CH:7]=[CH:6][CH:5]=[C:4]([CH3:8])[C:3]=1[NH:9][C:10](=[O:29])[CH2:11][CH2:12][N:13]1[CH2:18][CH2:17][N:16](C(OCC2C=CC=CC=2)=O)[CH2:15][CH2:14]1. Product: [CH3:8][C:4]1[CH:5]=[CH:6][CH:7]=[C:2]([CH3:1])[C:3]=1[NH:9][C:10](=[O:29])[CH2:11][CH2:12][N:13]1[CH2:18][CH2:17][NH:16][CH2:15][CH2:14]1. The catalyst class is: 19. (6) Reactant: [CH2:1]([O:3][C:4]([C:6]1[CH:7]=[N:8][C:9](Cl)=[CH:10][C:11]=1[NH:12][C:13](=[O:18])[C:14]([F:17])([F:16])[F:15])=[O:5])[CH3:2].[CH3:20][O:21][C:22]1[CH:41]=[CH:40][C:25]([CH2:26][NH:27][C:28]2[CH:29]=[N:30][C:31]([N:34]3[CH2:39][CH2:38][O:37][CH2:36][CH2:35]3)=[CH:32][CH:33]=2)=[CH:24][CH:23]=1.C1(P(C2C=CC=CC=2)C2C=CC3C(=CC=CC=3)C=2C2C3C(=CC=CC=3)C=CC=2P(C2C=CC=CC=2)C2C=CC=CC=2)C=CC=CC=1.C(=O)([O-])[O-].[Na+].[Na+]. Product: [CH2:1]([O:3][C:4]([C:6]1[CH:7]=[N:8][C:9]([N:27]([CH2:26][C:25]2[CH:40]=[CH:41][C:22]([O:21][CH3:20])=[CH:23][CH:24]=2)[C:28]2[CH:29]=[N:30][C:31]([N:34]3[CH2:39][CH2:38][O:37][CH2:36][CH2:35]3)=[CH:32][CH:33]=2)=[CH:10][C:11]=1[NH:12][C:13](=[O:18])[C:14]([F:17])([F:16])[F:15])=[O:5])[CH3:2]. The catalyst class is: 493. (7) Reactant: [Cl:1][C:2]1[CH:7]=[CH:6][C:5]([CH2:8][C:9]2[C:18]3[C:13](=[CH:14][CH:15]=[CH:16][CH:17]=3)[C:12](=[O:19])[N:11]([CH2:20][C@H:21]3[CH2:25][CH2:24][CH2:23][NH:22]3)[N:10]=2)=[CH:4][CH:3]=1.CS(O[CH2:31][CH2:32][CH2:33][CH2:34][C:35]1[CH:40]=[CH:39][C:38]([O:41][CH3:42])=[CH:37][CH:36]=1)(=O)=O.C(=O)([O-])[O-].[K+].[K+]. Product: [Cl:1][C:2]1[CH:7]=[CH:6][C:5]([CH2:8][C:9]2[C:18]3[C:13](=[CH:14][CH:15]=[CH:16][CH:17]=3)[C:12](=[O:19])[N:11]([CH2:20][C@H:21]3[CH2:25][CH2:24][CH2:23][N:22]3[CH2:31][CH2:32][CH2:33][CH2:34][C:35]3[CH:36]=[CH:37][C:38]([O:41][CH3:42])=[CH:39][CH:40]=3)[N:10]=2)=[CH:4][CH:3]=1. The catalyst class is: 131. (8) Reactant: C[O:2][C:3](OC)([CH3:26])[CH2:4][C:5]1[C:10]([F:11])=[C:9]([N:12]2[C:16](=[O:17])[C:15]3=[CH:18][CH:19]=[CH:20][CH:21]=[C:14]3[C:13]2=[O:22])[CH:8]=[CH:7][C:6]=1[N+:23]([O-:25])=[O:24].Cl. Product: [C:3]([CH2:4][C:5]1[C:10]([F:11])=[C:9]([N:12]2[C:13](=[O:22])[C:14]3=[CH:21][CH:20]=[CH:19][CH:18]=[C:15]3[C:16]2=[O:17])[CH:8]=[CH:7][C:6]=1[N+:23]([O-:25])=[O:24])(=[O:2])[CH3:26]. The catalyst class is: 36. (9) Reactant: [C:1]([O:5][C:6]([N:8]1[C:12]2[CH:13]=[CH:14][CH:15]=[CH:16][C:11]=2[N:10]=[C:9]1[CH2:17][NH:18][CH:19]1[C:28]2[N:27]=[CH:26][CH:25]=[CH:24][C:23]=2[CH2:22][CH2:21][CH2:20]1)=[O:7])([CH3:4])([CH3:3])[CH3:2].[C:29]([O:33][C:34](=[O:39])[NH:35][CH2:36][CH:37]=O)([CH3:32])([CH3:31])[CH3:30].C(O[BH-](OC(=O)C)OC(=O)C)(=O)C.[Na+].C([O-])(O)=O.[Na+]. Product: [C:1]([O:5][C:6]([N:8]1[C:12]2[CH:13]=[CH:14][CH:15]=[CH:16][C:11]=2[N:10]=[C:9]1[CH2:17][N:18]([CH2:37][CH2:36][NH:35][C:34]([O:33][C:29]([CH3:32])([CH3:31])[CH3:30])=[O:39])[CH:19]1[C:28]2[N:27]=[CH:26][CH:25]=[CH:24][C:23]=2[CH2:22][CH2:21][CH2:20]1)=[O:7])([CH3:4])([CH3:2])[CH3:3]. The catalyst class is: 4. (10) Reactant: [CH3:1][C:2]1[C:9]([Cl:10])=[CH:8][CH:7]=[CH:6][C:3]=1[C:4]#[N:5].[Br:11]N1C(=O)CCC1=O. Product: [Br:11][CH2:1][C:2]1[C:9]([Cl:10])=[CH:8][CH:7]=[CH:6][C:3]=1[C:4]#[N:5]. The catalyst class is: 340.